Predict the reactants needed to synthesize the given product. From a dataset of Full USPTO retrosynthesis dataset with 1.9M reactions from patents (1976-2016). (1) Given the product [Cl:1][C:2]1[N:3]=[C:4]2[CH:12]=[C:11]([Cl:13])[CH:10]=[N:9][C:5]2=[N:6][C:7]=1[N:19]1[CH2:18][CH2:17][N:16]2[CH2:20][CH2:21][CH2:22][CH:15]2[CH2:14]1, predict the reactants needed to synthesize it. The reactants are: [Cl:1][C:2]1[N:3]=[C:4]2[CH:12]=[C:11]([Cl:13])[CH:10]=[N:9][C:5]2=[N:6][C:7]=1Cl.[CH2:14]1[NH:19][CH2:18][CH2:17][N:16]2[CH2:20][CH2:21][CH2:22][CH:15]12. (2) Given the product [CH3:1][O:2][C:3]1[CH:4]=[C:5]2[C:9](=[CH:10][C:11]=1[O:12][CH3:13])[N:8]([CH2:14][CH2:15][C:16]([OH:18])=[O:17])[CH:7]=[C:6]2[C:20]1[NH:28][C:23]2=[N:24][CH:25]=[CH:26][CH:27]=[C:22]2[CH:21]=1, predict the reactants needed to synthesize it. The reactants are: [CH3:1][O:2][C:3]1[CH:4]=[C:5]2[C:9](=[CH:10][C:11]=1[O:12][CH3:13])[N:8]([CH2:14][CH2:15][C:16]([O:18]C)=[O:17])[CH:7]=[C:6]2[C:20]1[N:28](S(C2C=CC(C)=CC=2)(=O)=O)[C:23]2=[N:24][CH:25]=[CH:26][CH:27]=[C:22]2[CH:21]=1.[OH-].[K+]. (3) The reactants are: [NH:1]([C:42]([O:44][C:45]([CH3:48])([CH3:47])[CH3:46])=[O:43])[C@H:2]([C:16]([NH:18][C:19]([C:22]([NH:24][C@H:25]([C:35]([NH:37][CH2:38][C:39]([OH:41])=[O:40])=[O:36])[CH2:26][CH2:27][C:28](=[O:34])[O:29][C:30]([CH3:33])([CH3:32])[CH3:31])=[O:23])([CH3:21])[CH3:20])=[O:17])[CH2:3][C:4]1[N:8]=[CH:7][N:6]([C:9]([O:11][C:12]([CH3:15])([CH3:14])[CH3:13])=[O:10])[CH:5]=1.CCN(C(C)C)C(C)C.CN(C(O[N:66]1[C:71](=[O:72])[CH2:70][CH2:69][C:67]1=[O:68])=[N+](C)C)C.F[P-](F)(F)(F)(F)F.ClCCl. Given the product [NH:1]([C:42]([O:44][C:45]([CH3:48])([CH3:47])[CH3:46])=[O:43])[C@H:2]([C:16]([NH:18][C:19]([C:22]([NH:24][C@H:25]([C:35]([NH:37][CH2:38][C:39]([O:41][N:66]1[C:71](=[O:72])[CH2:70][CH2:69][C:67]1=[O:68])=[O:40])=[O:36])[CH2:26][CH2:27][C:28](=[O:34])[O:29][C:30]([CH3:33])([CH3:31])[CH3:32])=[O:23])([CH3:20])[CH3:21])=[O:17])[CH2:3][C:4]1[N:8]=[CH:7][N:6]([C:9]([O:11][C:12]([CH3:14])([CH3:15])[CH3:13])=[O:10])[CH:5]=1, predict the reactants needed to synthesize it.